This data is from NCI-60 drug combinations with 297,098 pairs across 59 cell lines. The task is: Regression. Given two drug SMILES strings and cell line genomic features, predict the synergy score measuring deviation from expected non-interaction effect. (1) Drug 1: CC(C1=C(C=CC(=C1Cl)F)Cl)OC2=C(N=CC(=C2)C3=CN(N=C3)C4CCNCC4)N. Drug 2: CCCCCOC(=O)NC1=NC(=O)N(C=C1F)C2C(C(C(O2)C)O)O. Cell line: 786-0. Synergy scores: CSS=5.53, Synergy_ZIP=1.39, Synergy_Bliss=5.22, Synergy_Loewe=4.29, Synergy_HSA=4.65. (2) Drug 1: CC1=C(N=C(N=C1N)C(CC(=O)N)NCC(C(=O)N)N)C(=O)NC(C(C2=CN=CN2)OC3C(C(C(C(O3)CO)O)O)OC4C(C(C(C(O4)CO)O)OC(=O)N)O)C(=O)NC(C)C(C(C)C(=O)NC(C(C)O)C(=O)NCCC5=NC(=CS5)C6=NC(=CS6)C(=O)NCCC[S+](C)C)O. Drug 2: C1CCC(C(C1)N)N.C(=O)(C(=O)[O-])[O-].[Pt+4]. Cell line: OVCAR-8. Synergy scores: CSS=46.1, Synergy_ZIP=-6.09, Synergy_Bliss=-7.04, Synergy_Loewe=-7.73, Synergy_HSA=0.0943. (3) Drug 1: C1=NC2=C(N=C(N=C2N1C3C(C(C(O3)CO)O)F)Cl)N. Drug 2: N.N.Cl[Pt+2]Cl. Cell line: SK-OV-3. Synergy scores: CSS=21.5, Synergy_ZIP=-5.91, Synergy_Bliss=1.88, Synergy_Loewe=-5.45, Synergy_HSA=-1.73.